Predict which catalyst facilitates the given reaction. From a dataset of Catalyst prediction with 721,799 reactions and 888 catalyst types from USPTO. (1) Reactant: [O:1]=[CH:2]/[CH:3]=[CH:4]/[C:5]([O:7][CH2:8][CH3:9])=[O:6].[CH3:10][O:11][C:12]1[CH:17]=[CH:16][C:15]([S:18]([N:21]=[CH:22]/[CH:23]=[CH:24]/[C:25]2[O:26][CH:27]=[CH:28][CH:29]=2)(=[O:20])=[O:19])=[CH:14][CH:13]=1. Product: [O:26]1[CH:27]=[CH:28][CH:29]=[C:25]1[C@H:24]1[CH:23]=[CH:22][N:21]([S:18]([C:15]2[CH:14]=[CH:13][C:12]([O:11][CH3:10])=[CH:17][CH:16]=2)(=[O:19])=[O:20])[C:2](=[O:1])[C@H:3]1[CH2:4][C:5]([O:7][CH2:8][CH3:9])=[O:6]. The catalyst class is: 22. (2) Reactant: [C:1]([O:4][CH:5]1[CH2:8][N:7](C(OC(C)(C)C)=O)[CH2:6]1)(=[O:3])[CH3:2].[C:16]([OH:22])([C:18]([F:21])([F:20])[F:19])=[O:17]. Product: [F:19][C:18]([F:21])([F:20])[C:16]([OH:22])=[O:17].[NH:7]1[CH2:8][CH:5]([O:4][C:1](=[O:3])[CH3:2])[CH2:6]1. The catalyst class is: 2. (3) Product: [OH:4][C:3]1[CH:11]=[C:9]([OH:10])[CH:8]=[C:6]2[C:5]=1[C:12]([CH2:13][CH2:14][CH3:15])=[CH:17][C:18](=[O:19])[O:7]2. Reactant: O.O.[C:3]1([CH:11]=[C:9]([OH:10])[CH:8]=[C:6]([OH:7])[CH:5]=1)[OH:4].[C:12]([CH2:17][C:18](OCC)=[O:19])(=O)[CH2:13][CH2:14][CH3:15]. The catalyst class is: 65. (4) Reactant: [N:1]1[C:2]([NH2:10])=[N:3][N:4]2[CH:9]=[CH:8][N:7]=[CH:6][C:5]=12.[CH3:11][C:12]([O:15][C:16](O[C:16]([O:15][C:12]([CH3:14])([CH3:13])[CH3:11])=[O:17])=[O:17])([CH3:14])[CH3:13].[Li+].C[Si]([N-][Si](C)(C)C)(C)C. Product: [N:1]1[C:2]([NH:10][C:16](=[O:17])[O:15][C:12]([CH3:14])([CH3:13])[CH3:11])=[N:3][N:4]2[CH:9]=[CH:8][N:7]=[CH:6][C:5]=12. The catalyst class is: 1. (5) Reactant: O[CH2:2][CH2:3][N:4]1[CH2:9][CH2:8][CH2:7][CH2:6][CH2:5]1.C(N(C(C)C)CC)(C)C.CS(Cl)(=O)=[O:21].C([NH:27][C@:28]1([C:45](NC(C)(C)C)=[O:46])[C@@H:32]([CH2:33][CH2:34][CH2:35][B:36]2[O:40]C(C)(C)C(C)(C)[O:37]2)[CH2:31][NH:30][CH2:29]1)(=O)C. Product: [NH2:27][C@:28]1([C:45]([OH:46])=[O:21])[C@@H:32]([CH2:33][CH2:34][CH2:35][B:36]([OH:37])[OH:40])[CH2:31][N:30]([CH2:2][CH2:3][N:4]2[CH2:9][CH2:8][CH2:7][CH2:6][CH2:5]2)[CH2:29]1. The catalyst class is: 10. (6) Reactant: C[O:2][C:3](=O)[C:4]1[CH:9]=[C:8]([C:10]#[N:11])[CH:7]=[CH:6][C:5]=1[CH2:12][N:13]1[CH:18]([C:19]2[C:24]([CH3:25])=[CH:23][CH:22]=[CH:21][N:20]=2)[CH2:17][CH2:16][CH2:15][CH:14]1[C:26]1[C:31]([CH3:32])=[CH:30][CH:29]=[CH:28][N:27]=1.[Li+].[BH4-]. Product: [CH3:25][C:24]1[C:19]([CH:18]2[CH2:17][CH2:16][CH2:15][CH:14]([C:26]3[C:31]([CH3:32])=[CH:30][CH:29]=[CH:28][N:27]=3)[N:13]2[CH2:12][C:5]2[CH:6]=[CH:7][C:8]([C:10]#[N:11])=[CH:9][C:4]=2[CH2:3][OH:2])=[N:20][CH:21]=[CH:22][CH:23]=1. The catalyst class is: 702. (7) Reactant: [CH2:1]([S:8][C:9]1[N:18]=[CH:17][C:16]([N+:19]([O-])=O)=[CH:15][C:10]=1[C:11]([O:13][CH3:14])=[O:12])[C:2]1[CH:7]=[CH:6][CH:5]=[CH:4][CH:3]=1.C(O)(=O)C. Product: [NH2:19][C:16]1[CH:17]=[N:18][C:9]([S:8][CH2:1][C:2]2[CH:7]=[CH:6][CH:5]=[CH:4][CH:3]=2)=[C:10]([CH:15]=1)[C:11]([O:13][CH3:14])=[O:12]. The catalyst class is: 186. (8) Product: [OH:7][C@@H:8]1[CH2:12][NH:11][C@@H:10]([C:13]([O:15][CH3:3])=[O:14])[CH2:9]1. The catalyst class is: 28. Reactant: CO.[C:3](Cl)(=O)C.[OH:7][C@@H:8]1[CH2:12][NH:11][C@@H:10]([C:13]([OH:15])=[O:14])[CH2:9]1.